This data is from Catalyst prediction with 721,799 reactions and 888 catalyst types from USPTO. The task is: Predict which catalyst facilitates the given reaction. (1) The catalyst class is: 4. Reactant: [Cl:1][C:2]1[CH:3]=[C:4]([CH:23]=[CH:24][C:25]=1[Cl:26])[CH2:5][CH:6]1[C:15]2[C:10](=[CH:11][CH:12]=[C:13]([OH:16])[CH:14]=2)[CH2:9][CH2:8][CH:7]1[NH:17][C:18](=[O:22])[O:19][CH2:20][CH3:21].[F:27][C:28]([F:47])([F:46])[S:29](N(C1C=CC=CC=1)[S:29]([C:28]([F:47])([F:46])[F:27])(=[O:31])=[O:30])(=[O:31])=[O:30].C(N(CC)CC)C. Product: [F:27][C:28]([F:47])([F:46])[S:29]([O:16][C:13]1[CH:12]=[CH:11][C:10]2[CH2:9][CH2:8][CH:7]([NH:17][C:18]([O:19][CH2:20][CH3:21])=[O:22])[CH:6]([CH2:5][C:4]3[CH:23]=[CH:24][C:25]([Cl:26])=[C:2]([Cl:1])[CH:3]=3)[C:15]=2[CH:14]=1)(=[O:31])=[O:30]. (2) Reactant: [CH2:1]([C:4]1[CH:9]=[C:8]([N+:10]([O-])=O)[CH:7]=[CH:6][C:5]=1[O:13][CH3:14])[CH:2]=[CH2:3].[Cl-].[NH4+]. Product: [CH2:1]([C:4]1[CH:9]=[C:8]([CH:7]=[CH:6][C:5]=1[O:13][CH3:14])[NH2:10])[CH:2]=[CH2:3]. The catalyst class is: 190. (3) Reactant: [S:1]1[CH2:6][CH2:5][C:4](=O)[CH2:3][CH2:2]1.[NH2:8][C@H:9]1[CH2:13][CH2:12][N:11]([C:14]([O:16][C:17]([CH3:20])([CH3:19])[CH3:18])=[O:15])[CH2:10]1.[BH4-].[Na+]. Product: [S:1]1[CH2:6][CH2:5][CH:4]([NH:8][C@H:9]2[CH2:13][CH2:12][N:11]([C:14]([O:16][C:17]([CH3:20])([CH3:19])[CH3:18])=[O:15])[CH2:10]2)[CH2:3][CH2:2]1. The catalyst class is: 8.